From a dataset of HIV replication inhibition screening data with 41,000+ compounds from the AIDS Antiviral Screen. Binary Classification. Given a drug SMILES string, predict its activity (active/inactive) in a high-throughput screening assay against a specified biological target. (1) The molecule is O=C(NCCS(=O)(=O)N1C(=O)C2CCCN2C(=O)C1Cc1ccccc1)OCc1ccccc1. The result is 0 (inactive). (2) The compound is CC(C)(C)C(=O)OCOP(=O)(OCOC(=O)C(C)(C)C)OCC1OC(n2cc(F)c(=O)[nH]c2=O)CC1O. The result is 0 (inactive). (3) The molecule is CCOC(=O)C(NC(=O)c1ccccc1)(Nc1ccc(S(=O)(=O)Nc2nc(C)cc(C)n2)cc1)C(F)(F)F. The result is 0 (inactive). (4) The result is 0 (inactive). The compound is COC(=O)C1C2OC(C)(C)OC2CN1C(=O)OCc1ccccc1. (5) The result is 0 (inactive). The molecule is O=C(O)CNC(=O)OCCCCOC(=O)NCC(=O)O. (6) The compound is COC(=O)Cc1c(C2(C)CCCC(C)(C)C2)ccc2c1C(=O)OC2. The result is 0 (inactive). (7) The result is 0 (inactive). The molecule is CCCCCC(C=NN)C(O)(C(F)(F)F)C(F)(F)F.